Dataset: Reaction yield outcomes from USPTO patents with 853,638 reactions. Task: Predict the reaction yield, written as a fraction of the theoretical maximum amount of product (1.0 means a 100% yield; for example, 0.34 means a 34% yield). (1) The reactants are [N-]=[N+:2]=[N-:3].[Na+].CS(Cl)(=O)=O.[C:10]1(=[O:20])[C:18]2[C:13](=[CH:14][CH:15]=[CH:16][CH:17]=2)[C:12](=[O:19])[CH2:11]1.C(=O)([O-])[O-].[Cs+].[Cs+]. The catalyst is CC#N. The product is [N+:2](=[C:11]1[C:10](=[O:20])[C:18]2[C:13](=[CH:14][CH:15]=[CH:16][CH:17]=2)[C:12]1=[O:19])=[N-:3]. The yield is 0.420. (2) The reactants are Br[C:2]1[CH:7]=[CH:6][C:5]([C:8]2[C:21]([C:22]3[CH:27]=[CH:26][N:25]=[C:24]([NH:28][CH2:29][CH2:30][CH2:31][CH3:32])[N:23]=3)=[C:11]3[CH:12]=[CH:13][CH:14]=[C:15]([NH:16][CH2:17][CH2:18][CH2:19][CH3:20])[N:10]3[N:9]=2)=[CH:4][CH:3]=1.[C:33]1(B(O)O)[CH:38]=[CH:37][CH:36]=[CH:35][CH:34]=1.C(=O)([O-])[O-].[Na+].[Na+]. The catalyst is O1CCCC1.CCOCC.O. The product is [C:2]1([C:33]2[CH:38]=[CH:37][CH:36]=[CH:35][CH:34]=2)[CH:7]=[CH:6][C:5]([C:8]2[C:21]([C:22]3[CH:27]=[CH:26][N:25]=[C:24]([NH:28][CH2:29][CH2:30][CH2:31][CH3:32])[N:23]=3)=[C:11]3[CH:12]=[CH:13][CH:14]=[C:15]([NH:16][CH2:17][CH2:18][CH2:19][CH3:20])[N:10]3[N:9]=2)=[CH:4][CH:3]=1. The yield is 0.730. (3) The reactants are [C:1]([O:5][C:6]([NH:8][C@@H:9]([CH2:14][O:15][CH2:16][C@H:17]([O:36][CH2:37][CH2:38][CH3:39])[C@H:18]([C@@H:24]([O:26]CC1C=CC(OC)=CC=1)[CH3:25])[CH2:19][CH2:20][CH:21]([CH3:23])[CH3:22])[C:10]([O:12][CH3:13])=[O:11])=[O:7])([CH3:4])([CH3:3])[CH3:2].C(C1C(=O)C(Cl)=C(Cl)C(=O)C=1C#N)#N.[OH-].[Na+]. The catalyst is O.C(Cl)Cl. The product is [C:1]([O:5][C:6]([NH:8][C@@H:9]([CH2:14][O:15][CH2:16][C@H:17]([O:36][CH2:37][CH2:38][CH3:39])[C@H:18]([C@@H:24]([OH:26])[CH3:25])[CH2:19][CH2:20][CH:21]([CH3:22])[CH3:23])[C:10]([O:12][CH3:13])=[O:11])=[O:7])([CH3:3])([CH3:2])[CH3:4]. The yield is 0.830. (4) The reactants are [OH:1][CH:2]([CH2:16][CH3:17])[CH2:3][CH2:4]OS(C1C=CC(C)=CC=1)(=O)=O.[CH3:18][O:19][C:20](=[O:31])[CH2:21][CH2:22][C:23]1[CH:28]=[CH:27][C:26]([OH:29])=[CH:25][C:24]=1[CH3:30].C(=O)([O-])[O-].[Cs+].[Cs+]. The catalyst is CN(C=O)C.C(OCC)C.Cl. The product is [CH3:18][O:19][C:20](=[O:31])[CH2:21][CH2:22][C:23]1[CH:28]=[CH:27][C:26]([O:29][CH2:4][CH2:3][CH:2]([OH:1])[CH2:16][CH3:17])=[CH:25][C:24]=1[CH3:30]. The yield is 0.390.